Dataset: Forward reaction prediction with 1.9M reactions from USPTO patents (1976-2016). Task: Predict the product of the given reaction. (1) Given the reactants FC(F)(F)C(O)=O.[NH2:8][C@H:9]([C:19]1[C:24]([C:25]2[CH:26]=[CH:27][C:28]([F:34])=[C:29]([CH:33]=2)[C:30]([NH2:32])=[O:31])=[CH:23][CH:22]=[CH:21][N:20]=1)[CH2:10][C:11]1[CH:16]=[C:15]([F:17])[CH:14]=[C:13]([F:18])[CH:12]=1.[Br:35][C:36]1[CH:37]=[C:38]2[C:42](=[CH:43][CH:44]=1)[NH:41][CH:40]=[C:39]2[CH2:45][C:46](O)=[O:47], predict the reaction product. The product is: [Br:35][C:36]1[CH:37]=[C:38]2[C:42](=[CH:43][CH:44]=1)[NH:41][CH:40]=[C:39]2[CH2:45][C:46]([NH:8][C@H:9]([C:19]1[C:24]([C:25]2[CH:26]=[CH:27][C:28]([F:34])=[C:29]([CH:33]=2)[C:30]([NH2:32])=[O:31])=[CH:23][CH:22]=[CH:21][N:20]=1)[CH2:10][C:11]1[CH:12]=[C:13]([F:18])[CH:14]=[C:15]([F:17])[CH:16]=1)=[O:47]. (2) Given the reactants Cl[CH:2]([CH3:6])[C:3](O)=O.C(N(CC)CC)C.[Cl:14][C:15]1[N:20]=[N:19][C:18]([NH2:21])=[CH:17][CH:16]=1.P(Cl)(Cl)([Cl:24])=O, predict the reaction product. The product is: [Cl:24][C:3]1[N:21]=[C:18]2[CH:17]=[CH:16][C:15]([Cl:14])=[N:20][N:19]2[C:2]=1[CH3:6]. (3) Given the reactants [N:1]1[CH:6]=[CH:5][CH:4]=[C:3]([NH2:7])[CH:2]=1.C[Si]([N-][Si](C)(C)C)(C)C.[Na+].[C:18](O[C:18]([O:20][C:21]([CH3:24])([CH3:23])[CH3:22])=[O:19])([O:20][C:21]([CH3:24])([CH3:23])[CH3:22])=[O:19].C, predict the reaction product. The product is: [N:1]1[CH:6]=[CH:5][CH:4]=[C:3]([NH:7][C:18](=[O:19])[O:20][C:21]([CH3:24])([CH3:23])[CH3:22])[CH:2]=1. (4) The product is: [CH2:1]([N:8]([C:48]([O:50][CH2:51][C:52]1[CH:53]=[CH:54][CH:55]=[CH:56][CH:57]=1)=[O:49])[CH2:9][CH2:10][N:11]1[C:16]2[CH:17]=[C:18]([C:25]([N:27]([CH:41]([CH3:42])[CH3:43])[C@@H:28]3[CH2:33][CH2:32][CH2:31][N:30]([C:34]([O:36][C:37]([CH3:40])([CH3:38])[CH3:39])=[O:35])[CH2:29]3)=[O:26])[C:19]([C:21]([F:24])([F:23])[F:22])=[CH:20][C:15]=2[O:14][C:13]([CH3:44])([CH2:45][O:46][S:66]([CH3:65])(=[O:68])=[O:67])[C:12]1=[O:47])[C:2]1[CH:7]=[CH:6][CH:5]=[CH:4][CH:3]=1. Given the reactants [CH2:1]([N:8]([C:48]([O:50][CH2:51][C:52]1[CH:57]=[CH:56][CH:55]=[CH:54][CH:53]=1)=[O:49])[CH2:9][CH2:10][N:11]1[C:16]2[CH:17]=[C:18]([C:25]([N:27]([CH:41]([CH3:43])[CH3:42])[C@@H:28]3[CH2:33][CH2:32][CH2:31][N:30]([C:34]([O:36][C:37]([CH3:40])([CH3:39])[CH3:38])=[O:35])[CH2:29]3)=[O:26])[C:19]([C:21]([F:24])([F:23])[F:22])=[CH:20][C:15]=2[O:14][C:13]([CH2:45][OH:46])([CH3:44])[C:12]1=[O:47])[C:2]1[CH:7]=[CH:6][CH:5]=[CH:4][CH:3]=1.C(N(CC)CC)C.[CH3:65][S:66](Cl)(=[O:68])=[O:67].O, predict the reaction product.